This data is from Reaction yield outcomes from USPTO patents with 853,638 reactions. The task is: Predict the reaction yield, written as a fraction of the theoretical maximum amount of product (1.0 means a 100% yield; for example, 0.34 means a 34% yield). (1) The reactants are Cl.CN(C)CCCN=C=NCC.[C:13]1([S:23]([NH2:26])(=[O:25])=[O:24])[C:14]([S:19]([NH2:22])(=[O:21])=[O:20])=[CH:15][CH:16]=[CH:17][CH:18]=1.[Cl:27][C:28]1[CH:33]=[CH:32][C:31]([C:34]#[C:35][C:36]2[N:41]=[CH:40][C:39]([C:42](O)=[O:43])=[CH:38][N:37]=2)=[CH:30][CH:29]=1.O. The catalyst is CN(C)C1C=CN=CC=1.CN(C)C=O. The product is [Cl:27][C:28]1[CH:33]=[CH:32][C:31]([C:34]#[C:35][C:36]2[N:37]=[CH:38][C:39]([C:42]([NH:22][S:19]([C:14]3[CH:15]=[CH:16][CH:17]=[CH:18][C:13]=3[S:23](=[O:25])(=[O:24])[NH2:26])(=[O:21])=[O:20])=[O:43])=[CH:40][N:41]=2)=[CH:30][CH:29]=1. The yield is 0.290. (2) The reactants are [F:1][C:2]1[CH:7]=[CH:6][C:5]([S:8]([C:11]2[C:12]([CH:24]([CH3:26])[CH3:25])=[CH:13][C:14]([CH:21]([CH3:23])[CH3:22])=[C:15]([S:17](Cl)(=[O:19])=[O:18])[CH:16]=2)(=[O:10])=[O:9])=[CH:4][CH:3]=1.[CH2:27]([NH2:35])[CH2:28][C:29]1[CH:34]=[CH:33][CH:32]=[CH:31][CH:30]=1. The catalyst is ClCCl. The product is [F:1][C:2]1[CH:7]=[CH:6][C:5]([S:8]([C:11]2[C:12]([CH:24]([CH3:26])[CH3:25])=[CH:13][C:14]([CH:21]([CH3:23])[CH3:22])=[C:15]([S:17]([NH:35][CH2:27][CH2:28][C:29]3[CH:34]=[CH:33][CH:32]=[CH:31][CH:30]=3)(=[O:19])=[O:18])[CH:16]=2)(=[O:10])=[O:9])=[CH:4][CH:3]=1. The yield is 0.950. (3) The reactants are [NH2:1][C:2]1[N:6]([C@@H:7]2[CH2:12][CH2:11][C@H:10]([C:13]([NH:15][CH:16]([CH3:18])[CH3:17])=[O:14])[CH2:9][CH2:8]2)[C:5]2[CH:19]=[C:20]([O:23][CH2:24][C:25]3[CH:30]=[CH:29][C:28]([O:31][CH3:32])=[CH:27][CH:26]=3)[CH:21]=[CH:22][C:4]=2[N:3]=1.[F:33][C:34]1[CH:42]=[CH:41][C:37]([C:38](Cl)=[O:39])=[CH:36][CH:35]=1. The catalyst is C(Cl)Cl. The product is [F:33][C:34]1[CH:42]=[CH:41][C:37]([C:38]([N:1]([C:38](=[O:39])[C:37]2[CH:41]=[CH:42][C:34]([F:33])=[CH:35][CH:36]=2)[C:2]2[N:6]([C@H:7]3[CH2:12][CH2:11][C@@H:10]([C:13](=[O:14])[NH:15][CH:16]([CH3:18])[CH3:17])[CH2:9][CH2:8]3)[C:5]3[CH:19]=[C:20]([O:23][CH2:24][C:25]4[CH:30]=[CH:29][C:28]([O:31][CH3:32])=[CH:27][CH:26]=4)[CH:21]=[CH:22][C:4]=3[N:3]=2)=[O:39])=[CH:36][CH:35]=1. The yield is 0.800. (4) The reactants are Cl[C:2]1[CH:7]=[C:6]([F:8])[C:5]([N+:9]([O-])=O)=[CH:4][C:3]=1[OH:12].C(N(CC)CC)C. The catalyst is CO.[OH-].[OH-].[Pd+2]. The product is [NH2:9][C:5]1[CH:4]=[C:3]([OH:12])[CH:2]=[CH:7][C:6]=1[F:8]. The yield is 0.660. (5) The reactants are [NH2:1][C:2]1[C:11]([N+:12]([O-])=O)=[CH:10][CH:9]=[CH:8][C:3]=1[C:4]([O:6][CH3:7])=[O:5].[H][H]. The catalyst is CCOC(C)=O.[Pd]. The product is [NH2:1][C:2]1[C:11]([NH2:12])=[CH:10][CH:9]=[CH:8][C:3]=1[C:4]([O:6][CH3:7])=[O:5]. The yield is 1.00.